Dataset: Forward reaction prediction with 1.9M reactions from USPTO patents (1976-2016). Task: Predict the product of the given reaction. (1) Given the reactants [CH2:1]([O:8][C:9]1[CH:16]=[CH:15][CH:14]=[C:13]([OH:17])[C:10]=1[CH:11]=O)[C:2]1[CH:7]=[CH:6][CH:5]=[CH:4][CH:3]=1.C(=O)([O-])[O-].[Cs+].[Cs+].Cl[CH2:25][C:26](=[O:28])[CH3:27].O1C2C=CC=CC=2C=C1, predict the reaction product. The product is: [CH2:1]([O:8][C:9]1[C:10]2[CH:11]=[C:25]([C:26](=[O:28])[CH3:27])[O:17][C:13]=2[CH:14]=[CH:15][CH:16]=1)[C:2]1[CH:7]=[CH:6][CH:5]=[CH:4][CH:3]=1. (2) Given the reactants [Cl:1][C:2]1[CH:3]=[C:4]2[C:8](=[CH:9][CH:10]=1)[NH:7][C:6]([CH3:11])=[CH:5]2.[Cl:12][C:13]1[C:22]2[C:22](=[C:13]([Cl:12])[CH:14]=[CH:15]C=2)N=[CH:15][CH:14]=1.[H-].[Na+].Br[CH2:27][C:28]([O:30][CH3:31])=[O:29].[CH3:32][N:33]1[C:37](=O)[CH2:36][CH2:35][CH2:34]1, predict the reaction product. The product is: [Cl:1][C:2]1[CH:3]=[C:4]2[C:8](=[CH:9][CH:10]=1)[N:7]([CH2:27][C:28]([O:30][CH3:31])=[O:29])[C:6]([CH3:11])=[C:5]2[C:36]1[C:37]2[C:32](=[CH:22][C:13]([Cl:12])=[CH:14][CH:15]=2)[N:33]=[CH:34][CH:35]=1. (3) Given the reactants [S:1]1[C:5]2[CH:6]=[CH:7][CH:8]=[CH:9][C:4]=2[N:3]=[C:2]1[N:10]1[C:14](=[O:15])[CH:13]=[C:12]([C:16]2[S:17][CH:18]=[CH:19][CH:20]=2)[NH:11]1.CO[CH:23](OC)[N:24]([CH3:26])[CH3:25], predict the reaction product. The product is: [S:1]1[C:5]2[CH:6]=[CH:7][CH:8]=[CH:9][C:4]=2[N:3]=[C:2]1[N:10]1[C:14](=[O:15])[C:13](=[CH:23][N:24]([CH3:26])[CH3:25])[C:12]([C:16]2[S:17][CH:18]=[CH:19][CH:20]=2)=[N:11]1. (4) Given the reactants [Br:1][C:2]1[CH:3]=[C:4]([CH2:9][C:10]([NH:12][NH2:13])=[O:11])[CH:5]=[CH:6][C:7]=1[OH:8].[NH:14]1[C:24]2[C:19](=[CH:20][CH:21]=[CH:22][CH:23]=2)[C:17](=O)[C:15]1=[O:16], predict the reaction product. The product is: [O:16]=[C:15]1[NH:14][C:24]2[C:19](/[C:17]/1=[N:13]/[NH:12][C:10](=[O:11])[CH2:9][C:4]1[CH:5]=[CH:6][C:7]([OH:8])=[C:2]([Br:1])[CH:3]=1)=[CH:20][CH:21]=[CH:22][CH:23]=2. (5) Given the reactants [C:1]1([C:7]2[NH:8][C:9]3[CH:10]=[CH:11][CH:12]=[C:13]4[C:19](=[O:20])[NH:18][CH2:17][CH2:16][C:15]=2[C:14]=34)[CH:6]=[CH:5][CH:4]=[CH:3][CH:2]=1.[Cl:21]C1C=CC(B(O)O)=CC=1, predict the reaction product. The product is: [Cl:21][C:4]1[CH:3]=[CH:2][C:1]([C:7]2[NH:8][C:9]3[CH:10]=[CH:11][CH:12]=[C:13]4[C:19](=[O:20])[NH:18][CH2:17][CH2:16][C:15]=2[C:14]=34)=[CH:6][CH:5]=1. (6) Given the reactants [CH3:1][C:2]([NH:9][C:10]([C:12]1[CH:17]=[CH:16][C:15](Br)=[C:14]([O:19][CH2:20][C:21]([F:24])([F:23])[F:22])[N:13]=1)=[O:11])([C:4]1[S:5][CH:6]=[CH:7][N:8]=1)[CH3:3].Cl.[F:26][C:27]1([F:31])[CH2:30][NH:29][CH2:28]1.C1C=CC(P(C2C(C3C(P(C4C=CC=CC=4)C4C=CC=CC=4)=CC=C4C=3C=CC=C4)=C3C(C=CC=C3)=CC=2)C2C=CC=CC=2)=CC=1.C([O-])([O-])=O.[Cs+].[Cs+], predict the reaction product. The product is: [CH3:1][C:2]([NH:9][C:10]([C:12]1[CH:17]=[CH:16][C:15]([N:29]2[CH2:30][C:27]([F:31])([F:26])[CH2:28]2)=[C:14]([O:19][CH2:20][C:21]([F:24])([F:23])[F:22])[N:13]=1)=[O:11])([C:4]1[S:5][CH:6]=[CH:7][N:8]=1)[CH3:3]. (7) Given the reactants CC1C=C(C([O-])=O)C2C(CCN[C@H]3C4CCN(CC4)C3)=NNC=2C=1.[Li+].[CH3:26][C:27]1[CH:28]=[C:29]([C:47]([O:49][CH3:50])=[O:48])[C:30]2[C:31]([CH2:36][CH2:37][NH:38][C@H:39]3[CH:44]4[CH2:45][CH2:46][N:41]([CH2:42][CH2:43]4)[CH2:40]3)=[N:32][NH:33][C:34]=2[CH:35]=1.[ClH:51], predict the reaction product. The product is: [ClH:51].[CH3:26][C:27]1[CH:28]=[C:29]([C:47]([O:49][CH3:50])=[O:48])[C:30]2[C:31]([CH2:36][CH2:37][NH:38][C@H:39]3[CH:44]4[CH2:45][CH2:46][N:41]([CH2:42][CH2:43]4)[CH2:40]3)=[N:32][NH:33][C:34]=2[CH:35]=1. (8) Given the reactants [O:1]=[C:2]([C:8]1[CH:13]=[CH:12][CH:11]=[CH:10][CH:9]=1)[C:3]([O:5][CH2:6][CH3:7])=[O:4].[CH3:14]/[C:15](/[CH2:19][CH2:20][CH:21]=[C:22](C)[CH3:23])=[CH:16]\CO.O(C)[Na], predict the reaction product. The product is: [O:1]=[C:2]([C:8]1[CH:13]=[CH:12][CH:11]=[CH:10][CH:9]=1)[C:3]([O:5][CH2:6]/[CH:7]=[C:22](\[CH3:23])/[CH2:21][CH2:20][CH:19]=[C:15]([CH3:16])[CH3:14])=[O:4]. (9) Given the reactants [Cl:1][C:2]1[CH:7]=[CH:6][C:5]([O:8][CH3:9])=[C:4]([CH3:10])[CH:3]=1.[N+:11]([O-])([OH:13])=[O:12].OS(O)(=O)=O, predict the reaction product. The product is: [N+:11]([C:6]1[CH:7]=[C:2]([Cl:1])[CH:3]=[C:4]([CH3:10])[C:5]=1[O:8][CH3:9])([O-:13])=[O:12]. (10) Given the reactants [CH:1]1([CH2:4][O:5][C:6]2[CH:11]=[CH:10][CH:9]=[C:8]([O:12]CC3C=CC(OC)=CC=3)[C:7]=2[C:22]2[CH:23]=[C:24]([NH:33][CH2:34][CH2:35][NH:36]C(=O)OC(C)(C)C)[C:25]3[CH2:30][O:29][C:28](=[O:31])[NH:27][C:26]=3[N:32]=2)[CH2:3][CH2:2]1.[ClH:44], predict the reaction product. The product is: [ClH:44].[NH2:36][CH2:35][CH2:34][NH:33][C:24]1[C:25]2[CH2:30][O:29][C:28](=[O:31])[NH:27][C:26]=2[N:32]=[C:22]([C:7]2[C:8]([OH:12])=[CH:9][CH:10]=[CH:11][C:6]=2[O:5][CH2:4][CH:1]2[CH2:3][CH2:2]2)[CH:23]=1.